From a dataset of Catalyst prediction with 721,799 reactions and 888 catalyst types from USPTO. Predict which catalyst facilitates the given reaction. (1) Reactant: Cl.[C:2]1([CH:8]([CH:10]2[CH2:14][CH2:13][CH2:12][O:11]2)[NH2:9])[CH:7]=[CH:6][CH:5]=[CH:4][CH:3]=1.[O-:15][C:16]#[N:17].[K+].Cl.C([O-])(O)=O.[Na+]. Product: [C:2]1([CH:8]([CH:10]2[CH2:14][CH2:13][CH2:12][O:11]2)[NH:9][C:16]([NH2:17])=[O:15])[CH:3]=[CH:4][CH:5]=[CH:6][CH:7]=1. The catalyst class is: 238. (2) Reactant: [Br:1][C:2]1[CH:3]=[C:4]([N+:14]([O-:16])=[O:15])[C:5]2[N:9]=[C:8]([CH:10]([CH3:12])[CH3:11])[NH:7][C:6]=2[CH:13]=1.Br[CH2:18][C:19]1[C:28]2[C:23](=[CH:24][CH:25]=[CH:26][CH:27]=2)[CH:22]=[CH:21][CH:20]=1.C([O-])([O-])=O.[K+].[K+]. The catalyst class is: 3. Product: [Br:1][C:2]1[CH:3]=[C:4]([N+:14]([O-:16])=[O:15])[C:5]2[N:9]=[C:8]([CH:10]([CH3:12])[CH3:11])[N:7]([CH2:18][C:19]3[C:28]4[C:23](=[CH:24][CH:25]=[CH:26][CH:27]=4)[CH:22]=[CH:21][CH:20]=3)[C:6]=2[CH:13]=1. (3) Reactant: C([NH:8][C@H:9]([C:12]1[NH:16][C:15]2[CH:17]=[CH:18][C:19]([Br:21])=[CH:20][C:14]=2[N:13]=1)[CH2:10][OH:11])(OC(C)(C)C)=O.Cl. Product: [Br:21][C:19]1[CH:18]=[CH:17][C:15]2[NH:16][C:12]([C@@H:9]([NH2:8])[CH2:10][OH:11])=[N:13][C:14]=2[CH:20]=1. The catalyst class is: 684. (4) Reactant: C(Cl)CCl.[C:5]([OH:9])(=O)[CH:6]=[CH2:7].[CH3:10][N:11]1[C:19]2[C:14](=[CH:15][CH:16]=[CH:17][CH:18]=2)[CH:13]=[C:12]1[CH2:20][NH:21][CH3:22].[CH:23]1[CH:24]=[CH:25]C2N(O)N=[N:29][C:27]=2[CH:28]=1.O. Product: [CH3:22][N:21]([CH2:20][C:12]1[N:11]([CH3:10])[C:19]2[C:14]([CH:13]=1)=[CH:15][CH:16]=[CH:17][CH:18]=2)[C:5](=[O:9])/[CH:6]=[CH:7]/[C:28]1[CH:27]=[N:29][CH:25]=[CH:24][CH:23]=1. The catalyst class is: 3. (5) Reactant: [CH3:1][C:2]([NH2:5])([CH3:4])[CH3:3].[H-].[Na+].Cl[C:9]1[N:14]=[C:13]([C:15]2[CH:27]=[CH:26][C:18]3[N:19]=[C:20]([NH:22][C:23](=[O:25])[CH3:24])[S:21][C:17]=3[CH:16]=2)[CH:12]=[N:11][CH:10]=1.CC1(C)C2C(=C(P(C3C=CC=CC=3)C3C=CC=CC=3)C=CC=2)OC2C(P(C3C=CC=CC=3)C3C=CC=CC=3)=CC=CC1=2. The catalyst class is: 274. Product: [C:2]([NH:5][C:9]1[N:14]=[C:13]([C:15]2[CH:27]=[CH:26][C:18]3[N:19]=[C:20]([NH:22][C:23](=[O:25])[CH3:24])[S:21][C:17]=3[CH:16]=2)[CH:12]=[N:11][CH:10]=1)([CH3:4])([CH3:3])[CH3:1]. (6) Reactant: [C:1]([O:5][C:6]([N:8]([CH3:45])[C@H:9]([C:21]([NH:23][C@H:24]([C:29]([N:31]([C@@H:33]([CH:42]([CH3:44])[CH3:43])/[CH:34]=[C:35](\[CH3:41])/[C:36]([O:38]CC)=[O:37])[CH3:32])=[O:30])[C:25]([CH3:28])([CH3:27])[CH3:26])=[O:22])[C:10]([CH3:20])([CH3:19])[C:11]1[CH:16]=[CH:15][CH:14]=[CH:13][C:12]=1[O:17][CH3:18])=[O:7])([CH3:4])([CH3:3])[CH3:2].O.[OH-].[Li+]. Product: [C:1]([O:5][C:6]([N:8]([CH3:45])[C@H:9]([C:21]([NH:23][C@H:24]([C:29]([N:31]([C@@H:33]([CH:42]([CH3:43])[CH3:44])/[CH:34]=[C:35](/[C:36]([OH:38])=[O:37])\[CH3:41])[CH3:32])=[O:30])[C:25]([CH3:26])([CH3:27])[CH3:28])=[O:22])[C:10]([CH3:20])([CH3:19])[C:11]1[CH:16]=[CH:15][CH:14]=[CH:13][C:12]=1[O:17][CH3:18])=[O:7])([CH3:2])([CH3:3])[CH3:4]. The catalyst class is: 5. (7) Reactant: [CH2:1]([O:8][C:9]1[CH:14]=[CH:13][C:12]([CH:15]2[C:23]3[C:18](=[CH:19][CH:20]=[CH:21][CH:22]=3)[N:17]([CH:24]([C:31]3[CH:36]=[CH:35][CH:34]=[CH:33][CH:32]=3)[C:25]3[CH:30]=[CH:29][CH:28]=[CH:27][CH:26]=3)[C:16]2=[O:37])=[C:11]([OH:38])[CH:10]=1)[C:2]1[CH:7]=[CH:6][CH:5]=[CH:4][CH:3]=1.Cl[CH2:40]I.C(=O)([O-])[O-].[Cs+].[Cs+]. Product: [CH:24]([N:17]1[C:18]2[C:23](=[CH:22][CH:21]=[CH:20][CH:19]=2)[C:15]2([C:12]3[CH:13]=[CH:14][C:9]([O:8][CH2:1][C:2]4[CH:3]=[CH:4][CH:5]=[CH:6][CH:7]=4)=[CH:10][C:11]=3[O:38][CH2:40]2)[C:16]1=[O:37])([C:25]1[CH:26]=[CH:27][CH:28]=[CH:29][CH:30]=1)[C:31]1[CH:32]=[CH:33][CH:34]=[CH:35][CH:36]=1. The catalyst class is: 7.